This data is from Full USPTO retrosynthesis dataset with 1.9M reactions from patents (1976-2016). The task is: Predict the reactants needed to synthesize the given product. (1) Given the product [Na+:44].[C:34]([C:18]1[N:17]([CH:37]([CH3:38])[CH3:39])[C:16]([CH2:15][CH2:14][C@@H:12]([OH:11])[CH2:13][C@@H:8]([OH:9])[CH2:7][C:6]([O-:42])=[O:5])=[C:20]([C:21]2[CH:22]=[CH:23][C:24]([F:27])=[CH:25][CH:26]=2)[C:19]=1[C:28]1[CH:33]=[CH:32][CH:31]=[CH:30][N:29]=1)(=[O:36])[NH2:35], predict the reactants needed to synthesize it. The reactants are: C([O:5][C:6](=[O:42])[CH2:7][CH:8]1[CH2:13][CH:12]([CH2:14][CH2:15][C:16]2[N:17]([CH:37]([CH3:39])[CH3:38])[C:18]([C:34](=[O:36])[NH2:35])=[C:19]([C:28]3[CH:33]=[CH:32][CH:31]=[CH:30][N:29]=3)[C:20]=2[C:21]2[CH:26]=[CH:25][C:24]([F:27])=[CH:23][CH:22]=2)[O:11]C(C)(C)[O:9]1)(C)(C)C.[OH-].[Na+:44]. (2) Given the product [N:9]1[CH:10]=[CH:11][C:3]2[C:4]=1[NH:5][CH:6]=[CH:7][C:2]=2[C:16]1[CH:21]=[C:20]([C:19]([NH2:24])=[O:30])[NH:22][CH:17]=1, predict the reactants needed to synthesize it. The reactants are: Br[C:2]1[C:7](Cl)=[CH:6][N:5]=[C:4]2[NH:9][CH:10]=[CH:11][C:3]=12.C(Cl)CCl.[CH:16]1[CH:17]=C[C:19]2[N:24](O)N=[N:22][C:20]=2[CH:21]=1.CN(C=[O:30])C.